From a dataset of Full USPTO retrosynthesis dataset with 1.9M reactions from patents (1976-2016). Predict the reactants needed to synthesize the given product. (1) Given the product [CH:2]([C:5]1[CH:9]=[CH:8][N:7]([CH2:10][C:16]([CH2:15][CH2:14][C:13]([F:12])([F:21])[F:22])([C:17]#[N:18])[C:19]#[N:20])[N:6]=1)([CH3:4])[CH3:3], predict the reactants needed to synthesize it. The reactants are: Cl.[CH:2]([C:5]1[CH:9]=[CH:8][N:7]([CH2:10]Cl)[N:6]=1)([CH3:4])[CH3:3].[F:12][C:13]([F:22])([F:21])[CH2:14][CH2:15][CH:16]([C:19]#[N:20])[C:17]#[N:18].C(=O)([O-])[O-].[K+].[K+].O. (2) The reactants are: FC(F)(F)C(O)=O.[F:8][C:9]1[CH:14]=[CH:13][CH:12]=[C:11]([F:15])[C:10]=1[NH:16][C:17]([C@@H:19]1[C:28]2[C:23](=[CH:24][CH:25]=[CH:26][CH:27]=2)[CH2:22][CH2:21][NH:20]1)=[O:18].[C:29]([O:33][C:34]([NH:36][C@@H:37]([CH:41]1[CH2:46][CH2:45][CH2:44][CH2:43][CH2:42]1)[C:38](O)=[O:39])=[O:35])([CH3:32])([CH3:31])[CH3:30].CN(C(ON1N=NC2C=CC=NC1=2)=[N+](C)C)C.F[P-](F)(F)(F)(F)F.CCN(C(C)C)C(C)C. Given the product [C:29]([O:33][C:34](=[O:35])[NH:36][C@@H:37]([CH:41]1[CH2:42][CH2:43][CH2:44][CH2:45][CH2:46]1)[C:38]([N:20]1[CH2:21][CH2:22][C:23]2[C:28](=[CH:27][CH:26]=[CH:25][CH:24]=2)[C@H:19]1[C:17](=[O:18])[NH:16][C:10]1[C:11]([F:15])=[CH:12][CH:13]=[CH:14][C:9]=1[F:8])=[O:39])([CH3:32])([CH3:30])[CH3:31], predict the reactants needed to synthesize it. (3) Given the product [Cl:24][C:14]1[C:13]([C:19]#[N:21])=[N:12][N:11]([C:5]2[CH:6]=[CH:7][C:8]([O:9][CH3:10])=[C:3]([O:2][CH3:1])[CH:4]=2)[C:16](=[O:17])[CH:15]=1, predict the reactants needed to synthesize it. The reactants are: [CH3:1][O:2][C:3]1[CH:4]=[C:5]([N:11]2[C:16](=[O:17])[CH:15]=[C:14](O)[C:13]([C:19]([NH2:21])=O)=[N:12]2)[CH:6]=[CH:7][C:8]=1[O:9][CH3:10].P(Cl)(Cl)([Cl:24])=O. (4) Given the product [CH3:31][N:30]([CH3:32])[CH2:29][CH2:28][NH:27][C:2]1[CH:3]=[C:4]([C:14]([NH:16][CH2:17][C:18]2[C:19](=[O:26])[NH:20][C:21]([CH3:25])=[CH:22][C:23]=2[CH3:24])=[O:15])[C:5]2[CH:10]=[N:9][N:8]([CH:11]([CH3:13])[CH3:12])[C:6]=2[N:7]=1, predict the reactants needed to synthesize it. The reactants are: Cl[C:2]1[CH:3]=[C:4]([C:14]([NH:16][CH2:17][C:18]2[C:19](=[O:26])[NH:20][C:21]([CH3:25])=[CH:22][C:23]=2[CH3:24])=[O:15])[C:5]2[CH:10]=[N:9][N:8]([CH:11]([CH3:13])[CH3:12])[C:6]=2[N:7]=1.[NH2:27][CH2:28][CH2:29][N:30]([CH3:32])[CH3:31]. (5) The reactants are: [CH3:1][N:2]1[C:10]2[C:5](=[N:6][C:7]([CH3:12])=[CH:8][C:9]=2O)[C:4]([C:13]2[CH:18]=[CH:17][C:16]([N:19]3[CH:23]=[CH:22][CH:21]=[N:20]3)=[CH:15][C:14]=2[CH3:24])=[N:3]1.P(Cl)(Cl)([Cl:27])=O. Given the product [Cl:27][C:9]1[CH:8]=[C:7]([CH3:12])[N:6]=[C:5]2[C:4]([C:13]3[CH:18]=[CH:17][C:16]([N:19]4[CH:23]=[CH:22][CH:21]=[N:20]4)=[CH:15][C:14]=3[CH3:24])=[N:3][N:2]([CH3:1])[C:10]=12, predict the reactants needed to synthesize it. (6) Given the product [CH3:13][O:12][N:14]=[CH:4][C:3]1[CH:6]=[CH:7][C:8]([F:10])=[CH:9][C:2]=1[Cl:1], predict the reactants needed to synthesize it. The reactants are: [Cl:1][C:2]1[CH:9]=[C:8]([F:10])[CH:7]=[CH:6][C:3]=1[CH:4]=O.Cl.[O:12]([NH2:14])[CH3:13]. (7) Given the product [CH3:25][O:1][C:4]1[CH:13]=[CH:12][C:11]2[C:6](=[CH:7][CH:8]=[CH:9][CH:10]=2)[C:5]=1[C:14]1[C:23]2[C:18](=[CH:19][CH:20]=[CH:21][CH:22]=2)[CH:17]=[CH:16][C:15]=1[O:47][CH3:48], predict the reactants needed to synthesize it. The reactants are: [OH-:1].[Na+].O[C:4]1[CH:13]=[CH:12][C:11]2[C:6](=[CH:7][CH:8]=[CH:9][CH:10]=2)[C:5]=1[C:14]1[C:23]2[C:18](=[CH:19][CH:20]=[CH:21][CH:22]=2)[CH:17]=[CH:16][C:15]=1O.[CH2:25]([N+](CCCC)(CCCC)CCCC)CCC.S([O:47][CH3:48])(OC)(=O)=O. (8) Given the product [CH3:1][O:2][CH:3]([O:18][CH3:19])[C:4]1[C:22]([C:23]2[CH:28]=[CH:27][CH:26]=[CH:25][CH:24]=2)=[N:21][O:20][C:5]=1[C:6]([O:8][CH3:9])=[O:7], predict the reactants needed to synthesize it. The reactants are: [CH3:1][O:2][CH:3]([O:18][CH3:19])/[CH:4]=[C:5](/S(C1C=CC=CC=1)=O)\[C:6]([O:8][CH3:9])=[O:7].[OH:20]/[N:21]=[C:22](\Cl)/[C:23]1[CH:28]=[CH:27][CH:26]=[CH:25][CH:24]=1.CCN(CC)CC.CCCCCC.